This data is from Peptide-MHC class I binding affinity with 185,985 pairs from IEDB/IMGT. The task is: Regression. Given a peptide amino acid sequence and an MHC pseudo amino acid sequence, predict their binding affinity value. This is MHC class I binding data. (1) The peptide sequence is FANHDFTLV. The MHC is HLA-A02:01 with pseudo-sequence HLA-A02:01. The binding affinity (normalized) is 0.573. (2) The peptide sequence is QWISSEYTT. The MHC is Patr-A0901 with pseudo-sequence Patr-A0901. The binding affinity (normalized) is 0.347. (3) The peptide sequence is TAPTIAPTTTA. The MHC is Mamu-A01 with pseudo-sequence Mamu-A01. The binding affinity (normalized) is 0.230. (4) The peptide sequence is IVHSYLKNYK. The MHC is HLA-A31:01 with pseudo-sequence HLA-A31:01. The binding affinity (normalized) is 0.694. (5) The peptide sequence is KMLDNGVYL. The MHC is H-2-Db with pseudo-sequence H-2-Db. The binding affinity (normalized) is 0.629. (6) The peptide sequence is VTTEWTPCSV. The MHC is Mamu-A01 with pseudo-sequence Mamu-A01. The binding affinity (normalized) is 0.426. (7) The peptide sequence is ETLEQMQRKH. The MHC is HLA-A26:01 with pseudo-sequence HLA-A26:01. The binding affinity (normalized) is 0.117.